Dataset: Peptide-MHC class I binding affinity with 185,985 pairs from IEDB/IMGT. Task: Regression. Given a peptide amino acid sequence and an MHC pseudo amino acid sequence, predict their binding affinity value. This is MHC class I binding data. The peptide sequence is ELIKELPGY. The MHC is HLA-B46:01 with pseudo-sequence HLA-B46:01. The binding affinity (normalized) is 0.0847.